Dataset: Catalyst prediction with 721,799 reactions and 888 catalyst types from USPTO. Task: Predict which catalyst facilitates the given reaction. (1) Reactant: [CH3:1][O:2][C:3](=[O:41])[C:4]1[CH:9]=[C:8]([CH:10]2[CH2:15][CH2:14][CH2:13][CH2:12][CH2:11]2)[C:7]([C:16]2[CH:17]=[C:18]3[C:23](=[CH:24][CH:25]=2)[N:22]=[C:21]([C:26]2[S:30][C:29]([CH3:31])=[N:28][C:27]=2[CH3:32])[CH:20]=[CH:19]3)=[C:6]([CH2:33][C:34](OC(C)(C)C)=[O:35])[CH:5]=1.[C:42]([OH:48])([C:44](F)(F)F)=O.C1(OC)C=CC=CC=1.CN(C(O[N:65]1N=N[C:67]2C=CC=N[C:66]1=2)=[N+](C)C)C.F[P-](F)(F)(F)(F)F.C(N(C(C)C)CC)(C)C.N1CCOCC1. Product: [CH3:1][O:2][C:3](=[O:41])[C:4]1[CH:5]=[C:6]([CH2:33][C:34]([N:65]2[CH2:44][CH2:42][O:48][CH2:67][CH2:66]2)=[O:35])[C:7]([C:16]2[CH:17]=[C:18]3[C:23](=[CH:24][CH:25]=2)[N:22]=[C:21]([C:26]2[S:30][C:29]([CH3:31])=[N:28][C:27]=2[CH3:32])[CH:20]=[CH:19]3)=[C:8]([CH:10]2[CH2:11][CH2:12][CH2:13][CH2:14][CH2:15]2)[CH:9]=1. The catalyst class is: 3. (2) Reactant: [CH2:1]([O:8][C:9]([N:11]1[C@@H:16]([CH2:17][O:18][CH3:19])[CH2:15][CH2:14][C@@H:13]([C:20]([OH:22])=O)[CH2:12]1)=[O:10])[C:2]1[CH:7]=[CH:6][CH:5]=[CH:4][CH:3]=1.CN(C(ON1N=NC2C=CC=NC1=2)=[N+](C)C)C.F[P-](F)(F)(F)(F)F.Cl.[Cl:48][C:49]1[C:50]([CH2:55][NH2:56])=[N:51][CH:52]=[CH:53][N:54]=1.CCN(CC)CC. Product: [Cl:48][C:49]1[C:50]([CH2:55][NH:56][C:20]([C@H:13]2[CH2:12][N:11]([C:9]([O:8][CH2:1][C:2]3[CH:3]=[CH:4][CH:5]=[CH:6][CH:7]=3)=[O:10])[C@@H:16]([CH2:17][O:18][CH3:19])[CH2:15][CH2:14]2)=[O:22])=[N:51][CH:52]=[CH:53][N:54]=1. The catalyst class is: 3. (3) Reactant: [CH:1]1([NH:4][C:5](=[O:44])[NH:6][C:7]2[CH:42]=[CH:41][C:10]([O:11][C:12]3[CH:17]=[CH:16][N:15]=[C:14]4[CH:18]=[C:19]([C:21]5[N:26]=[CH:25][C:24]([CH2:27][CH2:28][N:29]([CH2:37][CH2:38][O:39][CH3:40])C(=O)OC(C)(C)C)=[CH:23][CH:22]=5)[S:20][C:13]=34)=[C:9]([F:43])[CH:8]=2)[CH2:3][CH2:2]1.C(O)(C(F)(F)F)=O. Product: [CH:1]1([NH:4][C:5]([NH:6][C:7]2[CH:42]=[CH:41][C:10]([O:11][C:12]3[CH:17]=[CH:16][N:15]=[C:14]4[CH:18]=[C:19]([C:21]5[CH:22]=[CH:23][C:24]([CH2:27][CH2:28][NH:29][CH2:37][CH2:38][O:39][CH3:40])=[CH:25][N:26]=5)[S:20][C:13]=34)=[C:9]([F:43])[CH:8]=2)=[O:44])[CH2:3][CH2:2]1. The catalyst class is: 2. (4) Reactant: C([O:3][C:4](=[O:29])[C:5]1[CH:10]=[C:9]([C:11]2[CH:16]=[CH:15][CH:14]=[C:13]([Cl:17])[CH:12]=2)[C:8]([O:18][CH2:19][CH2:20][OH:21])=[C:7]([C:22]2[CH:27]=[CH:26][CH:25]=[C:24]([Cl:28])[CH:23]=2)[CH:6]=1)C.[OH-].[K+]. Product: [Cl:17][C:13]1[CH:12]=[C:11]([C:9]2[CH:10]=[C:5]([CH:6]=[C:7]([C:22]3[CH:27]=[CH:26][CH:25]=[C:24]([Cl:28])[CH:23]=3)[C:8]=2[O:18][CH2:19][CH2:20][OH:21])[C:4]([OH:29])=[O:3])[CH:16]=[CH:15][CH:14]=1. The catalyst class is: 242. (5) Reactant: C[O:2][C:3]1[C:8]2[O:9][C:10]([C:12]3[O:13][C:14]([CH3:17])=[N:15][N:16]=3)=[CH:11][C:7]=2[CH:6]=[CH:5][CH:4]=1.B(Br)(Br)Br. Product: [OH:2][C:3]1[C:8]2[O:9][C:10]([C:12]3[O:13][C:14]([CH3:17])=[N:15][N:16]=3)=[CH:11][C:7]=2[CH:6]=[CH:5][CH:4]=1. The catalyst class is: 4. (6) Reactant: [OH:1][C:2]1[C:15]2[C:14](=[O:16])[C:13]3[C:8](=[CH:9][CH:10]=[CH:11][CH:12]=3)[C:7](=[O:17])[C:6]=2[CH:5]=[CH:4][C:3]=1[OH:18].C([O-])([O-])=O.[K+].[K+].[CH2:25]([CH:27]([CH2:30][CH2:31][CH2:32][CH3:33])[CH2:28]Br)[CH3:26]. Product: [CH2:25]([CH:27]([CH2:30][CH2:31][CH2:32][CH3:33])[CH2:28][O:1][C:2]1[C:15]2[C:14](=[O:16])[C:13]3[C:8](=[CH:9][CH:10]=[CH:11][CH:12]=3)[C:7](=[O:17])[C:6]=2[CH:5]=[CH:4][C:3]=1[O:18][CH2:7][CH:6]([CH2:15][CH3:14])[CH2:5][CH2:4][CH2:3][CH3:2])[CH3:26]. The catalyst class is: 80. (7) Reactant: F[C:2]1[CH:7]=[CH:6][C:5]([N+:8]([O-:10])=[O:9])=[CH:4][CH:3]=1.[F:11][C:12]1[CH:18]=[CH:17][C:15]([O-:16])=[CH:14][C:13]=1[C:19]([F:22])([F:21])[F:20].[K+].CC(C)([O-])C.[K+]. Product: [F:11][C:12]1[CH:18]=[CH:17][C:15]([O:16][C:2]2[CH:7]=[CH:6][C:5]([N+:8]([O-:10])=[O:9])=[CH:4][CH:3]=2)=[CH:14][C:13]=1[C:19]([F:20])([F:21])[F:22]. The catalyst class is: 1.